This data is from Full USPTO retrosynthesis dataset with 1.9M reactions from patents (1976-2016). The task is: Predict the reactants needed to synthesize the given product. (1) Given the product [Cl:22][C:23]1[CH:30]=[CH:29][CH:28]=[C:27]([C:31]([F:32])([F:33])[F:34])[C:24]=1[CH2:25][N:6]1[C:7]2[C:3](=[C:2]([F:1])[CH:10]=[C:9]([C:11]([O:13][CH3:14])=[O:12])[CH:8]=2)[C:4]([I:15])=[N:5]1, predict the reactants needed to synthesize it. The reactants are: [F:1][C:2]1[CH:10]=[C:9]([C:11]([O:13][CH3:14])=[O:12])[CH:8]=[C:7]2[C:3]=1[C:4]([I:15])=[N:5][NH:6]2.C([O-])([O-])=O.[Cs+].[Cs+].[Cl:22][C:23]1[CH:30]=[CH:29][CH:28]=[C:27]([C:31]([F:34])([F:33])[F:32])[C:24]=1[CH2:25]Br. (2) Given the product [NH2:1][C:2]1[C:7]([Cl:8])=[C:6]([N:9]2[CH2:14][CH2:13][CH:12]([C:15]#[N:16])[CH2:11][CH2:10]2)[C:5]([C:28]2[CH:27]=[CH:26][C:25]([N:22]3[CH2:23][CH2:24][N:19]([CH3:18])[CH2:20][CH2:21]3)=[CH:30][CH:29]=2)=[CH:4][N:3]=1, predict the reactants needed to synthesize it. The reactants are: [NH2:1][C:2]1[C:7]([Cl:8])=[C:6]([N:9]2[CH2:14][CH2:13][CH:12]([C:15]#[N:16])[CH2:11][CH2:10]2)[C:5](Br)=[CH:4][N:3]=1.[CH3:18][N:19]1[CH2:24][CH2:23][N:22]([C:25]2[CH:30]=[CH:29][C:28](B(O)O)=[CH:27][CH:26]=2)[CH2:21][CH2:20]1.C(Cl)Cl.C(=O)([O-])[O-].[Na+].[Na+]. (3) Given the product [CH3:1][C:2]1[C:7]2[N:8]=[C:9]([C:11]3[CH:16]=[CH:15][C:14]([OH:17])=[CH:13][CH:12]=3)[S:10][C:6]=2[CH:5]=[C:4]([OH:19])[CH:3]=1, predict the reactants needed to synthesize it. The reactants are: [CH3:1][C:2]1[C:7]2[N:8]=[C:9]([C:11]3[CH:16]=[CH:15][C:14]([O:17]C)=[CH:13][CH:12]=3)[S:10][C:6]=2[CH:5]=[C:4]([O:19]C)[CH:3]=1.B(Br)(Br)Br. (4) Given the product [NH:12]1[CH2:17][CH2:16][CH:15]([C:18]([C:20]2[CH:21]=[CH:22][C:23]([C:24]([NH2:26])=[O:25])=[CH:27][CH:28]=2)=[O:19])[CH2:14][CH2:13]1.[OH:19][CH:18]([CH:15]1[CH2:14][CH2:13][NH:12][CH2:17][CH2:16]1)[C:20]1[CH:28]=[CH:27][C:23]([C:24]([NH2:26])=[O:25])=[CH:22][CH:21]=1, predict the reactants needed to synthesize it. The reactants are: C([O-])=O.[NH4+].C([N:12]1[CH2:17][CH2:16][CH:15]([C:18]([C:20]2[CH:28]=[CH:27][C:23]([C:24]([NH2:26])=[O:25])=[CH:22][CH:21]=2)=[O:19])[CH2:14][CH2:13]1)C1C=CC=CC=1. (5) Given the product [Cl:8][C:9]1[C:10]2[CH:18]=[CH:17][N:16]([S:19]([C:22]3[CH:27]=[CH:26][C:25]([CH3:28])=[CH:24][CH:23]=3)(=[O:21])=[O:20])[C:11]=2[N:12]=[C:13]([I:31])[N:14]=1, predict the reactants needed to synthesize it. The reactants are: N(OC(C)(C)C)=O.[Cl:8][C:9]1[C:10]2[CH:18]=[CH:17][N:16]([S:19]([C:22]3[CH:27]=[CH:26][C:25]([CH3:28])=[CH:24][CH:23]=3)(=[O:21])=[O:20])[C:11]=2[N:12]=[C:13](N)[N:14]=1.II.[I:31]CI.S([O-])([O-])=O.[Na+].[Na+]. (6) Given the product [Cl:21][C:15]1[CH:16]=[C:17]([Cl:20])[CH:18]=[CH:19][C:14]=1[O:13][CH2:12][C:11]([NH:10][C:7]1[CH:8]=[CH:9][C:4]([C:3]([OH:23])=[O:2])=[CH:5][CH:6]=1)=[O:22], predict the reactants needed to synthesize it. The reactants are: C[O:2][C:3](=[O:23])[C:4]1[CH:9]=[CH:8][C:7]([NH:10][C:11](=[O:22])[CH2:12][O:13][C:14]2[CH:19]=[CH:18][C:17]([Cl:20])=[CH:16][C:15]=2[Cl:21])=[CH:6][CH:5]=1.Cl.C(OCC)(=O)C. (7) Given the product [CH3:1][O:2][C:3]1[CH:4]=[C:5]([CH:9]=[CH:10][CH:11]=1)[C:6]([N:30]1[CH2:31][CH2:32][CH:27]([NH:26][C:21]2[CH:20]=[C:19]([N:16]3[CH2:15][CH2:14][N:13]([CH3:12])[CH2:18][CH2:17]3)[N:24]=[C:23]([NH2:25])[N:22]=2)[CH2:28][CH2:29]1)=[O:7], predict the reactants needed to synthesize it. The reactants are: [CH3:1][O:2][C:3]1[CH:4]=[C:5]([CH:9]=[CH:10][CH:11]=1)[C:6](Cl)=[O:7].[CH3:12][N:13]1[CH2:18][CH2:17][N:16]([C:19]2[N:24]=[C:23]([NH2:25])[N:22]=[C:21]([NH:26][CH:27]3[CH2:32][CH2:31][NH:30][CH2:29][CH2:28]3)[CH:20]=2)[CH2:15][CH2:14]1.CCN(C(C)C)C(C)C.